Task: Binary Classification. Given a drug SMILES string, predict its activity (active/inactive) in a high-throughput screening assay against a specified biological target.. Dataset: HIV replication inhibition screening data with 41,000+ compounds from the AIDS Antiviral Screen (1) The molecule is COc1cc(C=c2sc3n(c2=O)C(c2ccc(Cl)cc2)C2=C(CCCC2C)N=3)cc(OC)c1OC. The result is 0 (inactive). (2) The compound is O=C1CC(c2ccccc2)C2(C(=O)NC(=S)NC2=O)C(c2ccccc2)C1. The result is 0 (inactive). (3) The molecule is COc1ccc(-c2c(C(C)=O)c(-c3ccccc3)n(C3OC(COC(C)=O)C(OC(C)=O)C(OC(C)=O)C3OC(C)=O)c(=S)c2C#N)cc1O. The result is 0 (inactive). (4) The compound is CC(CN(C)C)OC(=O)c1cc2ccccc2[nH]1.Cl. The result is 0 (inactive). (5) The molecule is CCCCCCCCCCCCCCCCNc1ccc2c(c1)OCCOCCOCCOCCO2. The result is 0 (inactive). (6) The molecule is Cc1cc(=O)oc2cc(O)c([N+](=O)[O-])cc12. The result is 0 (inactive). (7) The compound is CON=Cc1cc(NC(=S)c2ccoc2C)ccc1Cl. The result is 1 (active). (8) The drug is COc1ccc(C=C2CCc3ccccc3C2=O)cc1. The result is 0 (inactive). (9) The drug is Cc1ccc(S(=O)(=O)NN=C(C(=O)Nc2cccc([N+](=O)[O-])c2)c2nc3ccc([N+](=O)[O-])cc3nc2O)cc1. The result is 0 (inactive). (10) The result is 0 (inactive). The molecule is COc1cc2c(c(OC)c1OC)C(=O)C1C2N1C(=O)NCCCl.